Dataset: Catalyst prediction with 721,799 reactions and 888 catalyst types from USPTO. Task: Predict which catalyst facilitates the given reaction. (1) Reactant: [C:1]([C:5]1[O:9][N:8]=[C:7]([NH:10][C:11]([NH:13][C:14]2[CH:19]=[CH:18][CH:17]=[C:16]([SH:20])[CH:15]=2)=[O:12])[CH:6]=1)([CH3:4])([CH3:3])[CH3:2].Cl[C:22]1[C:31]2[C:26](=[CH:27][C:28]([O:35][CH2:36][CH3:37])=[C:29]([O:32][CH2:33][CH3:34])[CH:30]=2)[N:25]=[CH:24][N:23]=1.C([O-])([O-])=O.[Cs+].[Cs+]. Product: [C:1]([C:5]1[O:9][N:8]=[C:7]([NH:10][C:11]([NH:13][C:14]2[CH:19]=[CH:18][CH:17]=[C:16]([S:20][C:22]3[C:31]4[C:26](=[CH:27][C:28]([O:35][CH2:36][CH3:37])=[C:29]([O:32][CH2:33][CH3:34])[CH:30]=4)[N:25]=[CH:24][N:23]=3)[CH:15]=2)=[O:12])[CH:6]=1)([CH3:4])([CH3:2])[CH3:3]. The catalyst class is: 32. (2) Reactant: [C:1]([O:5][C:6]([NH:8][C@@H:9]([CH2:13][CH2:14][CH2:15][N:16]([CH3:18])[CH3:17])[C:10]([OH:12])=[O:11])=[O:7])([CH3:4])([CH3:3])[CH3:2].[Si](C=[N+]=[N-])(C)(C)[CH3:20]. Product: [C:1]([O:5][C:6]([NH:8][C@@H:9]([CH2:13][CH2:14][CH2:15][N:16]([CH3:18])[CH3:17])[C:10]([O:12][CH3:20])=[O:11])=[O:7])([CH3:4])([CH3:3])[CH3:2]. The catalyst class is: 5.